This data is from Reaction yield outcomes from USPTO patents with 853,638 reactions. The task is: Predict the reaction yield, written as a fraction of the theoretical maximum amount of product (1.0 means a 100% yield; for example, 0.34 means a 34% yield). (1) The reactants are [Si:1](Cl)([C:4]([CH3:7])([CH3:6])[CH3:5])([CH3:3])[CH3:2].[N+:9]([C:12]1[CH:13]=[C:14]([OH:20])[C:15]([O:18]C)=[CH:16][CH:17]=1)([O-:11])=[O:10].N1C=CN=[CH:22]1. The catalyst is CN(C=O)C. The product is [C:4]([Si:1]([O:18][C:15]1[CH:16]=[CH:17][C:12]([N+:9]([O-:11])=[O:10])=[CH:13][C:14]=1[O:20][CH3:22])([CH3:3])[CH3:2])([CH3:7])([CH3:6])[CH3:5]. The yield is 0.950. (2) The reactants are [CH:1]([N:4]1[C:8]2[CH:9]=[CH:10][CH:11]=[CH:12][C:7]=2[NH:6][C:5]1=[O:13])([CH3:3])[CH3:2].CCN(CC)CC.[NH2:21][CH2:22][CH:23]1[CH2:28][CH2:27][N:26]([CH2:29][C:30]2([C:36]([O:38][C:39]([CH3:42])([CH3:41])[CH3:40])=[O:37])[CH2:35][CH2:34][O:33][CH2:32][CH2:31]2)[CH2:25][CH2:24]1.[C:43]([O-])(O)=[O:44].[Na+]. The catalyst is C(Cl)Cl. The product is [CH:1]([N:4]1[C:8]2[CH:9]=[CH:10][CH:11]=[CH:12][C:7]=2[N:6]([C:43]([NH:21][CH2:22][CH:23]2[CH2:28][CH2:27][N:26]([CH2:29][C:30]3([C:36]([O:38][C:39]([CH3:42])([CH3:41])[CH3:40])=[O:37])[CH2:35][CH2:34][O:33][CH2:32][CH2:31]3)[CH2:25][CH2:24]2)=[O:44])[C:5]1=[O:13])([CH3:3])[CH3:2]. The yield is 1.00. (3) The reactants are [NH2:1][CH:2]([CH2:6][C:7]1[CH:12]=[C:11]([F:13])[CH:10]=[C:9]([F:14])[CH:8]=1)[C:3]([OH:5])=[O:4].S(Cl)([Cl:17])=O.[CH3:19]O. No catalyst specified. The product is [ClH:17].[CH3:19][O:4][C:3](=[O:5])[CH:2]([NH2:1])[CH2:6][C:7]1[CH:8]=[C:9]([F:14])[CH:10]=[C:11]([F:13])[CH:12]=1. The yield is 1.00.